From a dataset of NCI-60 drug combinations with 297,098 pairs across 59 cell lines. Regression. Given two drug SMILES strings and cell line genomic features, predict the synergy score measuring deviation from expected non-interaction effect. (1) Drug 1: C1CCN(CC1)CCOC2=CC=C(C=C2)C(=O)C3=C(SC4=C3C=CC(=C4)O)C5=CC=C(C=C5)O. Drug 2: CN(CC1=CN=C2C(=N1)C(=NC(=N2)N)N)C3=CC=C(C=C3)C(=O)NC(CCC(=O)O)C(=O)O. Cell line: IGROV1. Synergy scores: CSS=7.70, Synergy_ZIP=-6.13, Synergy_Bliss=-1.48, Synergy_Loewe=-25.4, Synergy_HSA=-4.75. (2) Drug 1: COC1=C(C=C2C(=C1)N=CN=C2NC3=CC(=C(C=C3)F)Cl)OCCCN4CCOCC4. Drug 2: C1CN1P(=S)(N2CC2)N3CC3. Cell line: HCT116. Synergy scores: CSS=27.1, Synergy_ZIP=-2.72, Synergy_Bliss=1.39, Synergy_Loewe=-4.23, Synergy_HSA=3.72.